Predict the reactants needed to synthesize the given product. From a dataset of Full USPTO retrosynthesis dataset with 1.9M reactions from patents (1976-2016). Given the product [CH2:1]([O:8][C:9]1[N:14]=[N:13][C:12]([CH2:15][CH2:16][C:17]2[CH:24]=[CH:23][C:20]([CH2:21][N:25]3[CH2:30][CH2:29][O:28][CH2:27][CH2:26]3)=[CH:19][CH:18]=2)=[CH:11][CH:10]=1)[C:2]1[CH:7]=[CH:6][CH:5]=[CH:4][CH:3]=1, predict the reactants needed to synthesize it. The reactants are: [CH2:1]([O:8][C:9]1[N:14]=[N:13][C:12]([CH2:15][CH2:16][C:17]2[CH:24]=[CH:23][C:20]([CH:21]=O)=[CH:19][CH:18]=2)=[CH:11][CH:10]=1)[C:2]1[CH:7]=[CH:6][CH:5]=[CH:4][CH:3]=1.[NH:25]1[CH2:30][CH2:29][O:28][CH2:27][CH2:26]1.C(O[BH-](OC(=O)C)OC(=O)C)(=O)C.